The task is: Predict the reactants needed to synthesize the given product.. This data is from Full USPTO retrosynthesis dataset with 1.9M reactions from patents (1976-2016). (1) Given the product [Si:20]([O:8][CH2:7][C:2]1[CH:3]=[CH:4][CH:5]=[CH:6][C:1]=1[CH2:9][OH:10])([C:16]([CH3:19])([CH3:18])[CH3:17])([CH3:23])[CH3:22], predict the reactants needed to synthesize it. The reactants are: [C:1]1([CH2:9][OH:10])[C:2]([CH2:7][OH:8])=[CH:3][CH:4]=[CH:5][CH:6]=1.N1C=CN=C1.[C:16]([Si:20]([CH3:23])([CH3:22])Cl)([CH3:19])([CH3:18])[CH3:17]. (2) Given the product [C:2]([C:7]1[S:11][C:10]([CH2:12][N:13]2[N:17]=[C:16]([NH:18][C:32]([C:28]3[N:29]=[CH:30][O:31][C:27]=3[C:23]3[CH:24]=[CH:25][CH:26]=[C:21]([O:20][CH3:19])[CH:22]=3)=[O:33])[CH:15]=[N:14]2)=[CH:9][CH:8]=1)(=[O:6])[CH3:1], predict the reactants needed to synthesize it. The reactants are: [CH3:1][C:2]1([C:7]2[S:11][C:10]([CH2:12][N:13]3[N:17]=[C:16]([NH2:18])[CH:15]=[N:14]3)=[CH:9][CH:8]=2)[O:6]CCO1.[CH3:19][O:20][C:21]1[CH:22]=[C:23]([C:27]2[O:31][CH:30]=[N:29][C:28]=2[C:32](O)=[O:33])[CH:24]=[CH:25][CH:26]=1. (3) Given the product [NH2:8][C@@H:9]([CH2:14][C:15]1[CH:20]=[CH:19][C:18]([C:21]2[C:26](=[O:27])[N:25]([CH3:28])[C:24](=[O:29])[N:23]([CH3:30])[C:22]=2[CH3:31])=[CH:17][CH:16]=1)[C:10]([O:12][CH3:13])=[O:11], predict the reactants needed to synthesize it. The reactants are: C(OC([NH:8][C@@H:9]([CH2:14][C:15]1[CH:20]=[CH:19][C:18]([C:21]2[C:26](=[O:27])[N:25]([CH3:28])[C:24](=[O:29])[N:23]([CH3:30])[C:22]=2[CH3:31])=[CH:17][CH:16]=1)[C:10]([O:12][CH3:13])=[O:11])=O)(C)(C)C.Cl.ClCCl. (4) Given the product [Cl:1][C:2]1[CH:3]=[C:4]([CH:17]=[CH:18][C:19]=1[O:20][CH2:21][C:22]1[CH:27]=[CH:26][CH:25]=[CH:24][N:23]=1)[NH:5][C:6]1[C:15]2[C:10](=[CH:11][CH:12]=[CH:13][C:14]=2[O:30][CH2:35][CH2:34][N:23]2[CH2:24][CH2:25][CH2:26][CH2:27][CH2:22]2)[N:9]=[CH:8][N:7]=1, predict the reactants needed to synthesize it. The reactants are: [Cl:1][C:2]1[CH:3]=[C:4]([CH:17]=[CH:18][C:19]=1[O:20][CH2:21][C:22]1[CH:27]=[CH:26][CH:25]=[CH:24][N:23]=1)[NH:5][C:6]1[C:15]2[C:10](=[CH:11][CH:12]=[CH:13][C:14]=2F)[N:9]=[CH:8][N:7]=1.[H-].[Na+].[O:30]1[CH2:35][CH2:34]OCC1. (5) Given the product [O:26]=[C:16]1[C:15]2[CH:14]=[CH:13][C:12]([S:11][CH2:10][CH2:9][O:8][C:29](=[O:28])[C:30]3[CH:31]=[CH:32][C:33]([CH2:36][N:37]4[CH2:42][CH2:41][CH2:40][N:39]5[CH2:43][CH2:44][CH2:45][CH:38]45)=[CH:34][CH:35]=3)=[CH:25][C:24]=2[S:23][C:22]2[C:17]1=[CH:18][CH:19]=[CH:20][CH:21]=2, predict the reactants needed to synthesize it. The reactants are: C1(C)C=CC=CC=1.[OH:8][CH2:9][CH2:10][S:11][C:12]1[CH:13]=[CH:14][C:15]2[C:16](=[O:26])[C:17]3[C:22]([S:23][C:24]=2[CH:25]=1)=[CH:21][CH:20]=[CH:19][CH:18]=3.C[O:28][C:29](=O)[C:30]1[CH:35]=[CH:34][C:33]([CH2:36][N:37]2[CH2:42][CH2:41][CH2:40][N:39]3[CH2:43][CH2:44][CH2:45][CH:38]23)=[CH:32][CH:31]=1.[H-].[Li+]. (6) Given the product [CH:8]1([N:13]2[C:17]3[N:18]=[C:19]([NH:22][C:28]4[N:33]=[N:32][C:31]([N:34]5[CH2:39][CH2:38][N:37]([CH2:40][C:41]([O:43][CH2:44][CH3:45])=[O:42])[CH2:36][CH2:35]5)=[CH:30][CH:29]=4)[N:20]=[CH:21][C:16]=3[C:15]3[CH:23]=[CH:24][N:25]=[CH:26][C:14]2=3)[CH2:9][CH2:10][CH2:11][CH2:12]1, predict the reactants needed to synthesize it. The reactants are: C(O)(C(F)(F)F)=O.[CH:8]1([N:13]2[C:17]3[N:18]=[C:19]([NH2:22])[N:20]=[CH:21][C:16]=3[C:15]3[CH:23]=[CH:24][N:25]=[CH:26][C:14]2=3)[CH2:12][CH2:11][CH2:10][CH2:9]1.Cl[C:28]1[N:33]=[N:32][C:31]([N:34]2[CH2:39][CH2:38][N:37]([CH2:40][C:41]([O:43][CH2:44][CH3:45])=[O:42])[CH2:36][CH2:35]2)=[CH:30][CH:29]=1. (7) Given the product [Cl:1][C:2]1[CH:7]=[C:6]([NH:8][C:9]2[CH:14]=[CH:13][CH:12]=[CH:11][C:10]=2[NH:15][S:31]([C:25]2[CH:30]=[CH:29][CH:28]=[CH:27][CH:26]=2)(=[O:33])=[O:32])[CH:5]=[CH:4][C:3]=1[C:16](=[O:17])[C:18]1[CH:23]=[CH:22][CH:21]=[CH:20][C:19]=1[CH3:24], predict the reactants needed to synthesize it. The reactants are: [Cl:1][C:2]1[CH:7]=[C:6]([NH:8][C:9]2[CH:14]=[CH:13][CH:12]=[CH:11][C:10]=2[NH2:15])[CH:5]=[CH:4][C:3]=1[C:16]([C:18]1[CH:23]=[CH:22][CH:21]=[CH:20][C:19]=1[CH3:24])=[O:17].[C:25]1([S:31](Cl)(=[O:33])=[O:32])[CH:30]=[CH:29][CH:28]=[CH:27][CH:26]=1.